Dataset: Forward reaction prediction with 1.9M reactions from USPTO patents (1976-2016). Task: Predict the product of the given reaction. (1) Given the reactants Cl.[F:2][CH2:3][C:4]1([OH:10])[CH2:9][CH2:8][NH:7][CH2:6][CH2:5]1.CCN(C(C)C)C(C)C.[C:20](Cl)([Cl:22])=[O:21], predict the reaction product. The product is: [F:2][CH2:3][C:4]1([OH:10])[CH2:9][CH2:8][N:7]([C:20]([Cl:22])=[O:21])[CH2:6][CH2:5]1. (2) Given the reactants [CH2:1]([O:3][C:4]([C:6]1[C:10]([C:11]2[CH:16]=[CH:15][CH:14]=[CH:13][CH:12]=2)=[CH:9][S:8][C:7]=1[NH2:17])=[O:5])[CH3:2].[C:18]1(=O)[O:23][C:21](=[O:22])[C:20]2=[CH:24][CH:25]=[CH:26][CH:27]=[C:19]12, predict the reaction product. The product is: [CH2:1]([O:3][C:4]([C:6]1[C:10]([C:11]2[CH:16]=[CH:15][CH:14]=[CH:13][CH:12]=2)=[CH:9][S:8][C:7]=1[N:17]1[C:21](=[O:22])[C:20]2[C:19](=[CH:27][CH:26]=[CH:25][CH:24]=2)[C:18]1=[O:23])=[O:5])[CH3:2]. (3) The product is: [CH3:21][C:22]1[CH:17]=[CH:18][C:19]([NH:24][C:25](=[O:36])[C:26]2[CH:31]=[CH:30][CH:29]=[C:28]([C:32]([F:33])([F:34])[F:35])[CH:27]=2)=[CH:20][C:1]=1[NH:2][C:3]1[C:7]([C:8]2[CH:13]=[C:12]([S:14][CH3:15])[N:11]=[CH:10][N:9]=2)=[CH:6][N:5]([CH3:37])[N:4]=1. Given the reactants [CH3:1][NH:2][C:3]1[C:7]([C:8]2[CH:13]=[C:12]([S:14][CH3:15])[N:11]=[CH:10][N:9]=2)=[CH:6][NH:5][N:4]=1.Br[C:17]1[CH:18]=[C:19]([NH:24][C:25](=[O:36])[C:26]2[CH:31]=[CH:30][CH:29]=[C:28]([C:32]([F:35])([F:34])[F:33])[CH:27]=2)[CH:20]=[CH:21][C:22]=1C.[C:37](=O)([O-])[O-].[Cs+].[Cs+].O1CCOCC1, predict the reaction product. (4) Given the reactants F[C:2]1[CH:9]=[C:8]([C:10]([F:13])([F:12])[F:11])[CH:7]=[CH:6][C:3]=1[C:4]#[N:5].[NH:14]1[CH2:19][CH2:18][CH2:17][CH2:16][CH2:15]1, predict the reaction product. The product is: [N:14]1([C:2]2[CH:9]=[C:8]([C:10]([F:13])([F:12])[F:11])[CH:7]=[CH:6][C:3]=2[C:4]#[N:5])[CH2:19][CH2:18][CH2:17][CH2:16][CH2:15]1.